From a dataset of Peptide-MHC class I binding affinity with 185,985 pairs from IEDB/IMGT. Regression. Given a peptide amino acid sequence and an MHC pseudo amino acid sequence, predict their binding affinity value. This is MHC class I binding data. (1) The peptide sequence is VVYKLLRFL. The MHC is H-2-Db with pseudo-sequence H-2-Db. The binding affinity (normalized) is 0.247. (2) The peptide sequence is RRRKGWIPL. The MHC is HLA-B27:20 with pseudo-sequence HLA-B27:20. The binding affinity (normalized) is 1.00.